From a dataset of Full USPTO retrosynthesis dataset with 1.9M reactions from patents (1976-2016). Predict the reactants needed to synthesize the given product. (1) Given the product [CH2:7]([O:14][C:15]1[CH:16]=[C:17]2[C:21](=[CH:22][CH:23]=1)[NH:20][CH:19]=[C:18]2[CH2:24][CH:25]([NH2:27])[CH3:26])[C:8]1[CH:9]=[CH:10][CH:11]=[CH:12][CH:13]=1, predict the reactants needed to synthesize it. The reactants are: [H-].[Al+3].[Li+].[H-].[H-].[H-].[CH2:7]([O:14][C:15]1[CH:16]=[C:17]2[C:21](=[CH:22][CH:23]=1)[NH:20][CH:19]=[C:18]2[CH2:24][CH:25]([N+:27]([O-])=O)[CH3:26])[C:8]1[CH:13]=[CH:12][CH:11]=[CH:10][CH:9]=1. (2) Given the product [C:12]([C:11]1[CH:14]=[CH:15][C:8]([N:4]2[CH2:5][CH2:6][CH2:7][CH:2]([NH:1][C:26](=[O:27])[C:25]3[CH:29]=[CH:30][CH:31]=[C:23]([C:20]4[N:19]=[C:18]([C:17]([F:33])([F:32])[F:16])[O:22][N:21]=4)[CH:24]=3)[CH2:3]2)=[N:9][CH:10]=1)#[N:13], predict the reactants needed to synthesize it. The reactants are: [NH2:1][CH:2]1[CH2:7][CH2:6][CH2:5][N:4]([C:8]2[CH:15]=[CH:14][C:11]([C:12]#[N:13])=[CH:10][N:9]=2)[CH2:3]1.[F:16][C:17]([F:33])([F:32])[C:18]1[O:22][N:21]=[C:20]([C:23]2[CH:24]=[C:25]([CH:29]=[CH:30][CH:31]=2)[C:26](O)=[O:27])[N:19]=1.